This data is from Full USPTO retrosynthesis dataset with 1.9M reactions from patents (1976-2016). The task is: Predict the reactants needed to synthesize the given product. (1) Given the product [CH:1]1([N:6]2[CH2:12][CH2:11][C:10](=[O:13])[N:9]([CH3:14])[C:8]3[CH:15]=[N:16][C:17]([NH:19][C:20]4[CH:21]=[CH:22][C:23]([C:24]([NH:39][CH:38]5[CH2:34][CH2:32][N:31]([CH3:30])[CH2:35][CH2:37]5)=[O:26])=[CH:27][CH:28]=4)=[N:18][C:7]2=3)[CH2:5][CH2:4][CH2:3][CH2:2]1, predict the reactants needed to synthesize it. The reactants are: [CH:1]1([N:6]2[CH2:12][CH2:11][C:10](=[O:13])[N:9]([CH3:14])[C:8]3[CH:15]=[N:16][C:17]([NH:19][C:20]4[CH:28]=[CH:27][C:23]([C:24]([OH:26])=O)=[CH:22][CH:21]=4)=[N:18][C:7]2=3)[CH2:5][CH2:4][CH2:3][CH2:2]1.C[CH2:30][N:31]([CH:35]([CH3:37])C)[CH:32]([CH3:34])C.[CH3:38][N:39](C(ON1N=NC2C=CC=CC1=2)=[N+](C)C)C.[B-](F)(F)(F)F.NCC1CCNCC1. (2) Given the product [CH3:1][C:2]1[CH:10]=[CH:9][CH:8]=[C:7]2[C:3]=1/[C:4](=[CH:12]/[C:14]1[NH:18][C:17]3[CH2:19][CH2:20][CH2:21][CH2:22][CH2:23][C:16]=3[C:15]=1[CH2:24][CH2:25][C:26]([OH:28])=[O:27])/[C:5](=[O:11])[NH:6]2, predict the reactants needed to synthesize it. The reactants are: [CH3:1][C:2]1[CH:10]=[CH:9][CH:8]=[C:7]2[C:3]=1[CH2:4][C:5](=[O:11])[NH:6]2.[CH:12]([C:14]1[NH:18][C:17]2[CH2:19][CH2:20][CH2:21][CH2:22][CH2:23][C:16]=2[C:15]=1[CH2:24][CH2:25][C:26]([OH:28])=[O:27])=O.N1CCCCC1. (3) Given the product [Br:10][C:11]1[CH:12]=[C:13]([CH:17]([CH2:6][C:5]2[CH:8]=[CH:9][C:2]([Cl:1])=[CH:3][CH:4]=2)[CH:18]([OH:20])[CH3:19])[CH:14]=[N:15][CH:16]=1, predict the reactants needed to synthesize it. The reactants are: [Cl:1][C:2]1[CH:9]=[CH:8][C:5]([CH2:6]Cl)=[CH:4][CH:3]=1.[Br:10][C:11]1[CH:12]=[C:13]([CH2:17][C:18](=[O:20])[CH3:19])[CH:14]=[N:15][CH:16]=1.